Regression. Given a peptide amino acid sequence and an MHC pseudo amino acid sequence, predict their binding affinity value. This is MHC class II binding data. From a dataset of Peptide-MHC class II binding affinity with 134,281 pairs from IEDB. (1) The peptide sequence is GEQLYISVISPARSL. The MHC is HLA-DPA10201-DPB11401 with pseudo-sequence HLA-DPA10201-DPB11401. The binding affinity (normalized) is 0.266. (2) The peptide sequence is KNPVVDGNPTVDIEEHHHHHH. The MHC is DRB3_0301 with pseudo-sequence DRB3_0301. The binding affinity (normalized) is 0.710. (3) The peptide sequence is IKTLKFDALSGSQEV. The MHC is DRB3_0301 with pseudo-sequence DRB3_0301. The binding affinity (normalized) is 0.452. (4) The peptide sequence is PEEFAVVDLSKMRAV. The MHC is HLA-DPA10201-DPB10501 with pseudo-sequence HLA-DPA10201-DPB10501. The binding affinity (normalized) is 0.247. (5) The peptide sequence is FIADPASRFYNLVLA. The MHC is DRB1_0701 with pseudo-sequence DRB1_0701. The binding affinity (normalized) is 0.156. (6) The MHC is HLA-DPA10201-DPB10101 with pseudo-sequence HLA-DPA10201-DPB10101. The binding affinity (normalized) is 0.452. The peptide sequence is PASWKNNRIWLQFAK. (7) The peptide sequence is YDKFLANVSTVLTIK. The MHC is DRB3_0202 with pseudo-sequence DRB3_0202. The binding affinity (normalized) is 0.914. (8) The MHC is HLA-DQA10501-DQB10201 with pseudo-sequence HLA-DQA10501-DQB10201. The binding affinity (normalized) is 0.622. The peptide sequence is VRAVAESHGVAAVLF. (9) The peptide sequence is TPLTLVDICFWSTLF. The MHC is DRB1_0802 with pseudo-sequence DRB1_0802. The binding affinity (normalized) is 0. (10) The peptide sequence is HAATAGTTVYGAFAA. The MHC is HLA-DQA10401-DQB10402 with pseudo-sequence HLA-DQA10401-DQB10402. The binding affinity (normalized) is 0.379.